From a dataset of Full USPTO retrosynthesis dataset with 1.9M reactions from patents (1976-2016). Predict the reactants needed to synthesize the given product. (1) Given the product [C:14]([C:18]1[CH:23]=[CH:22][C:21]([C:24]2[C:33]3[C:28](=[CH:29][CH:30]=[CH:31][CH:32]=3)[C:27]([NH:34][C:35]3[CH:36]=[CH:37][C:38]([O:41][C:2]4[C:11]5[C:6](=[CH:7][C:8]([O:12][CH3:13])=[CH:9][N:10]=5)[N:5]=[CH:4][CH:3]=4)=[CH:39][CH:40]=3)=[N:26][N:25]=2)=[CH:20][CH:19]=1)([CH3:17])([CH3:15])[CH3:16], predict the reactants needed to synthesize it. The reactants are: Cl[C:2]1[CH:3]=[CH:4][N:5]=[C:6]2[C:11]=1[N:10]=[CH:9][C:8]([O:12][CH3:13])=[CH:7]2.[C:14]([C:18]1[CH:23]=[CH:22][C:21]([C:24]2[C:33]3[C:28](=[CH:29][CH:30]=[CH:31][CH:32]=3)[C:27]([NH:34][C:35]3[CH:40]=[CH:39][C:38]([OH:41])=[CH:37][CH:36]=3)=[N:26][N:25]=2)=[CH:20][CH:19]=1)([CH3:17])([CH3:16])[CH3:15].C(=O)([O-])[O-].[Cs+].[Cs+]. (2) Given the product [Cl:1][C:2]1[C:7]([C:8]2[CH:13]=[CH:12][CH:11]=[CH:10][C:9]=2[C:14]([F:17])([F:16])[F:15])=[CH:6][C:5]([O:18][CH3:19])=[C:4]([C:20]([N:49]2[C:53]3[CH:54]=[CH:55][CH:56]=[CH:57][C:52]=3[CH2:43][N:44]3[C:45]([C:69]([N:60]([CH3:59])[CH2:61][C:62]4[CH:63]=[N:64][CH:65]=[CH:77][CH:78]=4)=[O:82])=[CH:46][CH:47]=[C:42]3[CH2:41]2)=[O:21])[CH:3]=1, predict the reactants needed to synthesize it. The reactants are: [Cl:1][C:2]1[C:7]([C:8]2[CH:13]=[CH:12][CH:11]=[CH:10][C:9]=2[C:14]([F:17])([F:16])[F:15])=[CH:6][C:5]([O:18][CH3:19])=[C:4]([C:20](C2C=C(C(O)=O)N3CC4C=CC=CC=4NCC=23)=[O:21])[CH:3]=1.CN[CH2:41][C:42]1[CH:43]=[N:44][CH:45]=[CH:46][CH:47]=1.O[N:49]1[C:53]2[CH:54]=[CH:55][CH:56]=[CH:57][C:52]=2N=N1.Cl.[CH3:59][N:60]([CH3:69])[CH2:61][CH2:62][CH2:63][N:64]=[C:65]=NCC.C(N([CH2:77][CH3:78])C(C)C)(C)C.CN(C)C=[O:82].